From a dataset of PAMPA (Parallel Artificial Membrane Permeability Assay) permeability data from NCATS. Regression/Classification. Given a drug SMILES string, predict its absorption, distribution, metabolism, or excretion properties. Task type varies by dataset: regression for continuous measurements (e.g., permeability, clearance, half-life) or binary classification for categorical outcomes (e.g., BBB penetration, CYP inhibition). Dataset: pampa_ncats. (1) The molecule is CC(=O)NCCNC(=O)C1=CC=C(C=C1)C2=NC=C3N2C=C(N=C3)C4=CC(=CC=C4)F. The result is 1 (high permeability). (2) The molecule is COC1=CC=CC(=C1O)CNC2=CC=C(C=C2)S(=O)(=O)NC3=CC=CC4=CC=CC=C43. The result is 0 (low-to-moderate permeability). (3) The drug is C1CN(CCC1C(=O)N)C2=NC=C(C=N2)Br. The result is 1 (high permeability). (4) The drug is C1=CN(C2=C1C(=O)NC=N2)C3C(C(C(O3)CO)O)O. The result is 0 (low-to-moderate permeability).